From a dataset of Full USPTO retrosynthesis dataset with 1.9M reactions from patents (1976-2016). Predict the reactants needed to synthesize the given product. The reactants are: C(OC([N:8]1[CH2:28][CH2:27][CH2:26][C:10]2([N:13]([C:14]([O:16][CH2:17][C:18]3[CH:23]=[CH:22][CH:21]=[CH:20][CH:19]=3)=[O:15])[CH2:12][C:11]2([F:25])[F:24])[CH2:9]1)=O)(C)(C)C.Cl.O1CCOCC1. Given the product [CH2:17]([O:16][C:14]([N:13]1[C:10]2([CH2:26][CH2:27][CH2:28][NH:8][CH2:9]2)[C:11]([F:25])([F:24])[CH2:12]1)=[O:15])[C:18]1[CH:23]=[CH:22][CH:21]=[CH:20][CH:19]=1, predict the reactants needed to synthesize it.